From a dataset of NCI-60 drug combinations with 297,098 pairs across 59 cell lines. Regression. Given two drug SMILES strings and cell line genomic features, predict the synergy score measuring deviation from expected non-interaction effect. (1) Drug 1: CC12CCC3C(C1CCC2=O)CC(=C)C4=CC(=O)C=CC34C. Drug 2: CCC1(C2=C(COC1=O)C(=O)N3CC4=CC5=C(C=CC(=C5CN(C)C)O)N=C4C3=C2)O.Cl. Cell line: CAKI-1. Synergy scores: CSS=36.4, Synergy_ZIP=-9.35, Synergy_Bliss=-5.22, Synergy_Loewe=-12.8, Synergy_HSA=-2.36. (2) Drug 1: C1=NC2=C(N1)C(=S)N=C(N2)N. Drug 2: CC1=C(C(=CC=C1)Cl)NC(=O)C2=CN=C(S2)NC3=CC(=NC(=N3)C)N4CCN(CC4)CCO. Cell line: NCI/ADR-RES. Synergy scores: CSS=36.4, Synergy_ZIP=-3.42, Synergy_Bliss=-0.752, Synergy_Loewe=-1.15, Synergy_HSA=-0.997.